From a dataset of Full USPTO retrosynthesis dataset with 1.9M reactions from patents (1976-2016). Predict the reactants needed to synthesize the given product. (1) Given the product [F:1][C:2]1[CH:7]=[CH:6][C:5]([N:8]2[CH2:9][CH2:10][N:11]([CH2:14][CH:15]3[CH2:24][CH2:23][C:22]4[C:17](=[CH:18][CH:19]=[CH:20][CH:21]=4)[N:16]3[C:27](=[O:33])[CH2:28][CH2:29][CH2:30][CH2:31][CH3:32])[CH2:12][CH2:13]2)=[C:4]([O:25][CH3:26])[CH:3]=1, predict the reactants needed to synthesize it. The reactants are: [F:1][C:2]1[CH:7]=[CH:6][C:5]([N:8]2[CH2:13][CH2:12][N:11]([CH2:14][CH:15]3[CH2:24][CH2:23][C:22]4[C:17](=[CH:18][CH:19]=[CH:20][CH:21]=4)[NH:16]3)[CH2:10][CH2:9]2)=[C:4]([O:25][CH3:26])[CH:3]=1.[C:27](Cl)(=[O:33])[CH2:28][CH2:29][CH2:30][CH2:31][CH3:32]. (2) Given the product [Cl:29][C:30]1[CH:35]=[C:34]([C:2]2[CH:3]=[CH:4][C:5]([NH:8][C:9](=[O:28])[CH2:10][C:11]3[CH:16]=[CH:15][C:14]([O:17][C:18]4[CH:23]=[CH:22][C:21]([N+:24]([O-:26])=[O:25])=[C:20]([OH:27])[CH:19]=4)=[CH:13][CH:12]=3)=[N:6][CH:7]=2)[CH:33]=[CH:32][CH:31]=1, predict the reactants needed to synthesize it. The reactants are: Br[C:2]1[CH:3]=[CH:4][C:5]([NH:8][C:9](=[O:28])[CH2:10][C:11]2[CH:16]=[CH:15][C:14]([O:17][C:18]3[CH:23]=[CH:22][C:21]([N+:24]([O-:26])=[O:25])=[C:20]([OH:27])[CH:19]=3)=[CH:13][CH:12]=2)=[N:6][CH:7]=1.[Cl:29][C:30]1[CH:31]=[C:32](B(O)O)[CH:33]=[CH:34][CH:35]=1.C([O-])([O-])=O.[Na+].[Na+]. (3) Given the product [CH2:24]([CH:31]1[CH2:36][CH2:35][N:34]([C:13]([C:11]2[O:10][C:8]3[C:7](=[CH:6][C:5]4[O:1][C:2](=[O:16])[NH:3][C:4]=4[CH:9]=3)[CH:12]=2)=[O:15])[CH2:33][CH2:32]1)[C:25]1[CH:30]=[CH:29][CH:28]=[CH:27][CH:26]=1, predict the reactants needed to synthesize it. The reactants are: [O:1]1[C:5]2[CH:6]=[C:7]3[CH:12]=[C:11]([C:13]([OH:15])=O)[O:10][C:8]3=[CH:9][C:4]=2[NH:3][C:2]1=[O:16].C(N(CC)CC)C.[CH2:24]([CH:31]1[CH2:36][CH2:35][NH:34][CH2:33][CH2:32]1)[C:25]1[CH:30]=[CH:29][CH:28]=[CH:27][CH:26]=1.CN(C(ON1N=NC2C=CC=CC1=2)=[N+](C)C)C.F[P-](F)(F)(F)(F)F. (4) The reactants are: CN(CCN(C)C)C.[Li]CCCC.[CH3:14][N:15]1[CH:19]=[C:18]([CH3:20])[C:17]([N:21]([CH2:29][CH3:30])[C:22](=[O:28])[O:23][C:24]([CH3:27])([CH3:26])[CH3:25])=[N:16]1.CN([CH:34]=[O:35])C. Given the product [CH2:29]([N:21]([C:17]1[C:18]([CH3:20])=[C:19]([CH:34]=[O:35])[N:15]([CH3:14])[N:16]=1)[C:22](=[O:28])[O:23][C:24]([CH3:26])([CH3:25])[CH3:27])[CH3:30], predict the reactants needed to synthesize it. (5) Given the product [C:1]1([C:11]([C:13]2[N:17]([CH3:18])[CH:16]=[C:15]([C:19](=[O:21])[CH2:20][CH2:29][N:23]3[CH2:28][CH2:27][CH2:26][CH2:25][CH2:24]3)[CH:14]=2)=[O:12])[C:10]2[C:5](=[CH:6][CH:7]=[CH:8][CH:9]=2)[CH:4]=[CH:3][CH:2]=1, predict the reactants needed to synthesize it. The reactants are: [C:1]1([C:11]([C:13]2[N:17]([CH3:18])[CH:16]=[C:15]([C:19](=[O:21])[CH3:20])[CH:14]=2)=[O:12])[C:10]2[C:5](=[CH:6][CH:7]=[CH:8][CH:9]=2)[CH:4]=[CH:3][CH:2]=1.Cl.[NH:23]1[CH2:28][CH2:27][CH2:26][CH2:25][CH2:24]1.[CH2:29]=O.[OH-].[Na+].